From a dataset of Forward reaction prediction with 1.9M reactions from USPTO patents (1976-2016). Predict the product of the given reaction. (1) Given the reactants [Cl:1][C:2]1[S:6][C:5]([C:7]([NH:9][CH2:10][C@@H:11]2[O:15][C:14](=[O:16])[N:13]([C:17]3[CH:22]=[CH:21][C:20]([N:23]4[CH2:28][CH2:27][O:26][CH2:25][C:24]4=[O:29])=[CH:19][CH:18]=3)[CH2:12]2)=[O:8])=[CH:4][CH:3]=1.CN(C=O)C.[H-].[Na+].[Cl:37][CH2:38][CH2:39][CH2:40][C:41](Cl)=[O:42], predict the reaction product. The product is: [Cl:1][C:2]1[S:6][C:5]([C:7]([N:9]([C:41](=[O:42])[CH2:40][CH2:39][CH2:38][Cl:37])[CH2:10][C@@H:11]2[O:15][C:14](=[O:16])[N:13]([C:17]3[CH:18]=[CH:19][C:20]([N:23]4[CH2:28][CH2:27][O:26][CH2:25][C:24]4=[O:29])=[CH:21][CH:22]=3)[CH2:12]2)=[O:8])=[CH:4][CH:3]=1. (2) Given the reactants [F:1][C:2]1[CH:7]=[CH:6][CH:5]=[CH:4][C:3]=1[CH:8]1[CH2:10][O:9]1.[OH:11][C:12]1[CH:19]=[CH:18][C:15]([CH:16]=[O:17])=[CH:14][CH:13]=1.[OH-].[Na+], predict the reaction product. The product is: [F:1][C:2]1[CH:7]=[CH:6][CH:5]=[CH:4][C:3]=1[CH:8]([OH:9])[CH2:10][O:11][C:12]1[CH:19]=[CH:18][C:15]([CH:16]=[O:17])=[CH:14][CH:13]=1. (3) Given the reactants [OH:1][C:2]1[CH:7]=[CH:6][C:5]([C:8]23[CH2:17][CH:12]4[CH2:13][CH:14]([CH2:16][C:10]([C:18]5[CH:23]=[CH:22][C:21]([OH:24])=[C:20]([CH:25]6[CH2:30][CH2:29][CH2:28][CH2:27][CH2:26]6)[CH:19]=5)([CH2:11]4)[CH2:9]2)[CH2:15]3)=[CH:4][C:3]=1[CH:31]1[CH2:36][CH2:35][CH2:34][CH2:33][CH2:32]1.[CH2:37]([CH:39]1[O:41][CH2:40]1)Cl.[OH-].[Na+].CC([CH2:47][C:48]([CH3:50])=[O:49])C, predict the reaction product. The product is: [CH2:37]([O:1][C:2]1[CH:7]=[CH:6][C:5]([C:8]23[CH2:17][CH:12]4[CH2:13][CH:14]([CH2:16][C:10]([C:18]5[CH:23]=[CH:22][C:21]([O:24][CH2:47][CH:48]6[O:49][CH2:50]6)=[C:20]([CH:25]6[CH2:30][CH2:29][CH2:28][CH2:27][CH2:26]6)[CH:19]=5)([CH2:11]4)[CH2:9]2)[CH2:15]3)=[CH:4][C:3]=1[CH:31]1[CH2:32][CH2:33][CH2:34][CH2:35][CH2:36]1)[CH:39]1[O:41][CH2:40]1. (4) Given the reactants [H-].[H-].[H-].[H-].[Li+].[Al+3].[F:7][C:8]1([F:20])[O:12][C:11]2[CH:13]=[CH:14][C:15]([C:17](O)=[O:18])=[CH:16][C:10]=2[O:9]1.O.[OH-].[K+], predict the reaction product. The product is: [F:20][C:8]1([F:7])[O:12][C:11]2[CH:13]=[CH:14][C:15]([CH2:17][OH:18])=[CH:16][C:10]=2[O:9]1. (5) Given the reactants Cl[C:2]1[CH2:7][CH2:6][CH2:5][CH2:4][C:3]=1[C:8]#[N:9].C(=O)([O-])[O-].[K+].[K+].[SH:16][CH2:17][C:18]([O:20][CH2:21][CH3:22])=[O:19], predict the reaction product. The product is: [NH2:9][C:8]1[C:3]2[CH2:4][CH2:5][CH2:6][CH2:7][C:2]=2[S:16][C:17]=1[C:18]([O:20][CH2:21][CH3:22])=[O:19]. (6) Given the reactants [CH3:1][O:2][C:3]1[CH:10]=[CH:9][C:6]([NH:7][CH3:8])=[CH:5][CH:4]=1.F[C:12]1[CH:19]=[CH:18][C:15]([C:16]#[N:17])=[CH:14][CH:13]=1, predict the reaction product. The product is: [NH2:17][CH2:16][C:15]1[CH:18]=[CH:19][C:12]([N:7]([C:6]2[CH:9]=[CH:10][C:3]([O:2][CH3:1])=[CH:4][CH:5]=2)[CH3:8])=[CH:13][CH:14]=1. (7) Given the reactants I[C:2]1[CH:3]=[C:4]2[C:8](=[CH:9][CH:10]=1)[NH:7][CH:6]=[CH:5]2.[CH2:11]([Si:13]([C:18]#[CH:19])([CH2:16][CH3:17])[CH2:14][CH3:15])[CH3:12], predict the reaction product. The product is: [CH2:14]([Si:13]([C:11]#[C:12][C:2]1[CH:3]=[C:4]2[C:8](=[CH:9][CH:10]=1)[NH:7][CH:6]=[CH:5]2)([CH2:18][CH3:19])[CH2:16][CH3:17])[CH3:15].